From a dataset of Full USPTO retrosynthesis dataset with 1.9M reactions from patents (1976-2016). Predict the reactants needed to synthesize the given product. Given the product [Br:74][CH2:75][C:76]([NH:25][C:26]1[CH:27]=[C:28]([C:32]2[C:33]3[NH:37][C:36]([C:38]([C:68]4[CH:69]=[CH:70][CH:71]=[CH:72][CH:73]=4)=[C:39]4[N:67]=[C:42]([C:43]([C:61]5[CH:62]=[CH:63][CH:64]=[CH:65][CH:66]=5)=[C:44]5[NH:60][C:47](=[C:48]([C:54]6[CH:59]=[CH:58][CH:57]=[CH:56][CH:55]=6)[C:49]6[CH:50]=[CH:51][C:52]=2[N:53]=6)[CH:46]=[CH:45]5)[CH:41]=[CH:40]4)=[CH:35][CH:34]=3)[CH:29]=[CH:30][CH:31]=1)=[O:77], predict the reactants needed to synthesize it. The reactants are: C12C=C3N=C(C=C3)C=C3NC(C=C3)=CC3=NC(C=C3)=CC(N1)=CC=2.[NH2:25][C:26]1[CH:27]=[C:28]([C:32]2[C:33]3[NH:37][C:36]([C:38]([C:68]4[CH:73]=[CH:72][CH:71]=[CH:70][CH:69]=4)=[C:39]4[N:67]=[C:42]([C:43]([C:61]5[CH:66]=[CH:65][CH:64]=[CH:63][CH:62]=5)=[C:44]5[NH:60][C:47](=[C:48]([C:54]6[CH:59]=[CH:58][CH:57]=[CH:56][CH:55]=6)[C:49]6[CH:50]=[CH:51][C:52]=2[N:53]=6)[CH:46]=[CH:45]5)[CH:41]=[CH:40]4)=[CH:35][CH:34]=3)[CH:29]=[CH:30][CH:31]=1.[Br:74][CH2:75][C:76](Br)=[O:77].